This data is from NCI-60 drug combinations with 297,098 pairs across 59 cell lines. The task is: Regression. Given two drug SMILES strings and cell line genomic features, predict the synergy score measuring deviation from expected non-interaction effect. Drug 1: C1CC2CC3=C(CC1C24CN(S(=O)(=O)N4)CC(F)(F)F)C=CC(=C3)C=CCN5CCC(CC5)C(F)(F)F. Drug 2: C1CC(C1)(C(=O)O)C(=O)O.[NH2-].[NH2-].[Pt+2]. Cell line: NCIH23. Synergy scores: CSS=54.9, Synergy_ZIP=3.18, Synergy_Bliss=3.89, Synergy_Loewe=2.51, Synergy_HSA=5.59.